From a dataset of Forward reaction prediction with 1.9M reactions from USPTO patents (1976-2016). Predict the product of the given reaction. (1) The product is: [Cl:3][C:4]1[C:12]2[N:11]=[C:10]3[N:13]([C:17]4[CH:22]=[CH:21][C:20]([Cl:23])=[CH:19][C:18]=4[Cl:24])[CH2:14][CH2:15][CH2:16][N:9]3[C:8]=2[C:7]([C:25]([CH3:29])([CH3:28])[CH2:26][O:27][CH3:30])=[CH:6][CH:5]=1. Given the reactants [H-].[Na+].[Cl:3][C:4]1[C:12]2[N:11]=[C:10]3[N:13]([C:17]4[CH:22]=[CH:21][C:20]([Cl:23])=[CH:19][C:18]=4[Cl:24])[CH2:14][CH2:15][CH2:16][N:9]3[C:8]=2[C:7]([C:25]([CH3:29])([CH3:28])[CH2:26][OH:27])=[CH:6][CH:5]=1.[CH3:30]I, predict the reaction product. (2) Given the reactants [Br:1][C:2]1[CH:3]=[C:4]2[C:9](=[O:10])[O:8][C:6](=O)[C:5]2=[CH:11][CH:12]=1.N1C=CC=CC=1.[CH:19]([N:22]([CH:35]([CH3:37])[CH3:36])[CH2:23][CH2:24][O:25][C:26]1[CH:31]=[CH:30][C:29]([NH2:32])=[CH:28][C:27]=1[O:33][CH3:34])([CH3:21])[CH3:20], predict the reaction product. The product is: [Br:1][C:2]1[CH:3]=[C:4]2[C:5](=[CH:11][CH:12]=1)[C:6](=[O:8])[N:32]([C:29]1[CH:30]=[CH:31][C:26]([O:25][CH2:24][CH2:23][N:22]([CH:19]([CH3:21])[CH3:20])[CH:35]([CH3:37])[CH3:36])=[C:27]([O:33][CH3:34])[CH:28]=1)[C:9]2=[O:10]. (3) Given the reactants [NH2:1][C:2]1[CH:3]=[C:4]2[C:8](=[CH:9][CH:10]=1)[N:7]([C:11]([O:13][C:14]([CH3:17])([CH3:16])[CH3:15])=[O:12])[CH2:6][CH2:5]2.[Cl:18][C:19]1[CH:20]=[C:21]([S:26](Cl)(=[O:28])=[O:27])[CH:22]=[C:23]([Cl:25])[CH:24]=1, predict the reaction product. The product is: [Cl:25][C:23]1[CH:22]=[C:21]([S:26]([NH:1][C:2]2[CH:3]=[C:4]3[C:8](=[CH:9][CH:10]=2)[N:7]([C:11]([O:13][C:14]([CH3:17])([CH3:16])[CH3:15])=[O:12])[CH2:6][CH2:5]3)(=[O:27])=[O:28])[CH:20]=[C:19]([Cl:18])[CH:24]=1.